This data is from Forward reaction prediction with 1.9M reactions from USPTO patents (1976-2016). The task is: Predict the product of the given reaction. (1) The product is: [F:7][C:8]1[CH:13]=[CH:12][C:11]([F:14])=[CH:10][C:9]=1[C:15]1[CH2:19][N:18]([C:20]([N:22]([C@@H:24]2[CH2:29][CH2:28][N:27]([CH3:30])[CH2:26][C@@H:25]2[F:31])[CH3:23])=[O:21])[C@:17]([CH2:38][OH:39])([C:32]2[CH:33]=[CH:34][CH:35]=[CH:36][CH:37]=2)[CH:16]=1. Given the reactants N1CCCCC1.[F:7][C:8]1[CH:13]=[CH:12][C:11]([F:14])=[CH:10][C:9]=1[C:15]1[CH2:19][N:18]([C:20]([N:22]([C@@H:24]2[CH2:29][CH2:28][N:27]([CH3:30])[CH2:26][C@H:25]2[F:31])[CH3:23])=[O:21])[C@:17]([CH2:38][OH:39])([C:32]2[CH:37]=[CH:36][CH:35]=[CH:34][CH:33]=2)[CH:16]=1, predict the reaction product. (2) The product is: [Br:1][C:2]1[CH:3]=[CH:4][C:5]([O:16][CH2:17][CH2:18][CH2:19][CH2:23][CH2:24][CH3:25])=[C:6]([C:8]2[CH:13]=[C:12]([Cl:14])[N:11]=[C:10]([NH2:15])[N:9]=2)[CH:7]=1. Given the reactants [Br:1][C:2]1[CH:3]=[CH:4][C:5]([O:16][CH2:17][CH2:18][CH3:19])=[C:6]([C:8]2[CH:13]=[C:12]([Cl:14])[N:11]=[C:10]([NH2:15])[N:9]=2)[CH:7]=1.NC1N=[C:25](C2C=C(Br)C=CC=2O)[CH:24]=[C:23](Cl)N=1.C(O)CCCCC, predict the reaction product. (3) Given the reactants II.[Cl:3][C:4]1[CH:9]=[CH:8][CH:7]=[C:6]([Cl:10])[C:5]=1[SH:11].COC1C=CC(S([C:23]2[C:31]3[C:26](=[CH:27][CH:28]=[C:29]([CH3:32])[CH:30]=3)[N:25]([CH2:33][C:34]([OH:36])=[O:35])[C:24]=2[CH3:37])(=O)=O)=CC=1, predict the reaction product. The product is: [Cl:3][C:4]1[CH:9]=[CH:8][CH:7]=[C:6]([Cl:10])[C:5]=1[S:11][C:23]1[C:31]2[C:26](=[CH:27][CH:28]=[C:29]([CH3:32])[CH:30]=2)[N:25]([CH2:33][C:34]([OH:36])=[O:35])[C:24]=1[CH3:37]. (4) Given the reactants [C:1]([O:5][C:6]([NH:8][CH2:9][CH2:10][CH2:11][CH2:12][C:13]([OH:15])=O)=[O:7])([CH3:4])([CH3:3])[CH3:2].CCN=C=NCCCN(C)C.Cl.C1C=CC2N(O)N=NC=2C=1.[NH2:38][C:39]1[CH:48]=[CH:47][C:42]([C:43]([O:45][CH3:46])=[O:44])=[CH:41][C:40]=1[NH:49][CH2:50][CH2:51][CH3:52], predict the reaction product. The product is: [C:1]([O:5][C:6]([NH:8][CH2:9][CH2:10][CH2:11][CH2:12][C:13]([NH:38][C:39]1[CH:48]=[CH:47][C:42]([C:43]([O:45][CH3:46])=[O:44])=[CH:41][C:40]=1[NH:49][CH2:50][CH2:51][CH3:52])=[O:15])=[O:7])([CH3:2])([CH3:3])[CH3:4]. (5) Given the reactants Cl.[Br:2][C:3]1[CH:4]=[C:5]([C:12]([OH:14])=[O:13])[C:6]2[CH:7]=[N:8][NH:9][C:10]=2[CH:11]=1.[CH3:15]O, predict the reaction product. The product is: [Br:2][C:3]1[CH:4]=[C:5]([C:12]([O:14][CH3:15])=[O:13])[C:6]2[CH:7]=[N:8][NH:9][C:10]=2[CH:11]=1. (6) Given the reactants N1[CH:5]=[N:4][C:3]([NH2:6])=[N:2]1.O=[C:8]([CH3:21])[CH:9]([C:15]1[CH:20]=[CH:19][CH:18]=[CH:17][CH:16]=1)[C:10](OCC)=[O:11].[CH3:22]N(C=O)C, predict the reaction product. The product is: [CH3:21][C:8]1[N:6]2[CH:22]=[CH:5][N:4]=[C:3]2[N:2]=[C:10]([OH:11])[C:9]=1[C:15]1[CH:20]=[CH:19][CH:18]=[CH:17][CH:16]=1. (7) Given the reactants [N+:1]([C:4]1[CH:5]=[CH:6][C:7]2[C:11]3[CH:12]=[CH:13][CH:14]=[CH:15][C:10]=3[O:9][C:8]=2[CH:16]=1)([O-:3])=[O:2].Cl[S:18]([OH:21])(=[O:20])=[O:19], predict the reaction product. The product is: [N+:1]([C:4]1[CH:5]=[CH:6][C:7]2[C:11]3[CH:12]=[C:13]([S:18]([OH:21])(=[O:20])=[O:19])[CH:14]=[CH:15][C:10]=3[O:9][C:8]=2[CH:16]=1)([O-:3])=[O:2].